This data is from CYP2D6 inhibition data for predicting drug metabolism from PubChem BioAssay. The task is: Regression/Classification. Given a drug SMILES string, predict its absorption, distribution, metabolism, or excretion properties. Task type varies by dataset: regression for continuous measurements (e.g., permeability, clearance, half-life) or binary classification for categorical outcomes (e.g., BBB penetration, CYP inhibition). Dataset: cyp2d6_veith. The compound is Cc1ccc(C(=O)CNc2nc3c(c(=O)[nH]c(=O)n3C)n2Cc2ccccc2)cc1. The result is 0 (non-inhibitor).